This data is from Full USPTO retrosynthesis dataset with 1.9M reactions from patents (1976-2016). The task is: Predict the reactants needed to synthesize the given product. (1) Given the product [OH:1][CH2:2][C:3]1[CH:8]=[C:7]([OH:9])[C:6]([C:10]2[CH:14]=[CH:13][O:12][CH:11]=2)=[CH:5][N:15]=1, predict the reactants needed to synthesize it. The reactants are: [OH:1][CH2:2][C:3]1O[CH:5]=[C:6]([C:10]2[CH:14]=[CH:13][O:12][CH:11]=2)[C:7](=[O:9])[CH:8]=1.[NH3:15]. (2) Given the product [CH2:9]([NH:11][C:12](=[O:13])[OH:14])[C:6]1[CH:7]=[CH:8][CH:3]=[CH:4][CH:5]=1.[CH3:18][O:2][C:3]1[CH:8]=[CH:7][C:6]([C@@H:9]([NH2:11])[CH3:10])=[CH:5][CH:4]=1, predict the reactants needed to synthesize it. The reactants are: Br.[OH:2][C:3]1[CH:8]=[CH:7][C:6]([C@@H:9]([NH2:11])[CH3:10])=[CH:5][CH:4]=1.[C:12]([O-])([OH:14])=[O:13].[Na+].Cl[C:18](OCC1C=CC=CC=1)=O.